Task: Predict the reactants needed to synthesize the given product.. Dataset: Full USPTO retrosynthesis dataset with 1.9M reactions from patents (1976-2016) (1) Given the product [CH2:37]([O:36][CH2:35][C@H:17]([NH:16][C:13](=[O:15])[CH2:12][N:3]1[CH2:4][CH2:5][CH:6]2[CH:11]([CH2:10][CH2:9][CH2:8][CH2:7]2)[CH2:2]1)[C:18]([NH:20][C:21]1[CH:26]=[CH:25][C:24]([O:27][C:28]2[CH:33]=[CH:32][C:31]([F:34])=[CH:30][CH:29]=2)=[CH:23][CH:22]=1)=[O:19])[C:38]1[CH:43]=[CH:42][CH:41]=[CH:40][CH:39]=1, predict the reactants needed to synthesize it. The reactants are: Cl.[CH2:2]1[CH:11]2[CH:6]([CH2:7][CH2:8][CH2:9][CH2:10]2)[CH2:5][CH2:4][N:3]1[CH2:12][C:13]([OH:15])=O.[NH2:16][C@@H:17]([CH2:35][O:36][CH2:37][C:38]1[CH:43]=[CH:42][CH:41]=[CH:40][CH:39]=1)[C:18]([NH:20][C:21]1[CH:26]=[CH:25][C:24]([O:27][C:28]2[CH:33]=[CH:32][C:31]([F:34])=[CH:30][CH:29]=2)=[CH:23][CH:22]=1)=[O:19]. (2) The reactants are: [F:1][C:2]1[CH:3]=[C:4]([NH:24][C:25]([C:27]2[C:28](=[O:40])[N:29]([C:33]3[CH:38]=[CH:37][C:36]([F:39])=[CH:35][CH:34]=3)[N:30]=[CH:31][CH:32]=2)=[O:26])[CH:5]=[CH:6][C:7]=1[O:8][C:9]1[CH:14]=[CH:13][N:12]=[C:11]2[CH:15]=[C:16]([CH:18]3[CH2:23][CH2:22][NH:21][CH2:20][CH2:19]3)[S:17][C:10]=12.[CH3:41][C:42](=O)[CH3:43].[BH-](OC(C)=O)(OC(C)=O)OC(C)=O.[Na+]. Given the product [F:1][C:2]1[CH:3]=[C:4]([NH:24][C:25]([C:27]2[C:28](=[O:40])[N:29]([C:33]3[CH:34]=[CH:35][C:36]([F:39])=[CH:37][CH:38]=3)[N:30]=[CH:31][CH:32]=2)=[O:26])[CH:5]=[CH:6][C:7]=1[O:8][C:9]1[CH:14]=[CH:13][N:12]=[C:11]2[CH:15]=[C:16]([CH:18]3[CH2:19][CH2:20][N:21]([CH:42]([CH3:43])[CH3:41])[CH2:22][CH2:23]3)[S:17][C:10]=12, predict the reactants needed to synthesize it. (3) Given the product [NH2:28][C:26]1[CH:27]=[C:22]([CH3:21])[C:23]([O:31][C:32]2[CH:37]=[CH:36][CH:35]=[C:34]([O:38][CH2:39][CH3:40])[CH:33]=2)=[N:24][CH:25]=1, predict the reactants needed to synthesize it. The reactants are: CC1C(OC2C=CC=C(CCC)C=2)=NC=C([N+]([O-])=O)C=1.[CH3:21][C:22]1[C:23]([O:31][C:32]2[CH:37]=[CH:36][CH:35]=[C:34]([O:38][CH2:39][CH3:40])[CH:33]=2)=[N:24][CH:25]=[C:26]([N+:28]([O-])=O)[CH:27]=1. (4) Given the product [Cl:1][C:2]1[N:11]=[C:10]([NH:13][C:14]2[CH:19]=[CH:18][N:17]=[CH:16][CH:15]=2)[C:9]2[C:4](=[CH:5][CH:6]=[CH:7][CH:8]=2)[N:3]=1, predict the reactants needed to synthesize it. The reactants are: [Cl:1][C:2]1[N:11]=[C:10](Cl)[C:9]2[C:4](=[CH:5][CH:6]=[CH:7][CH:8]=2)[N:3]=1.[NH2:13][C:14]1[CH:19]=[CH:18][N:17]=[CH:16][CH:15]=1.Cl. (5) Given the product [O:1]=[C:2]1[C:10](=[CH:30][C:29]2[NH:28][CH:27]=[C:26]3[C:21](=[O:20])[O:22][CH2:23][CH2:24][C:25]=23)[C:9]2[C:4](=[CH:5][CH:6]=[C:7]([C:11]3[CH:12]=[C:13]([CH:17]=[CH:18][CH:19]=3)[C:14]([OH:16])=[O:15])[CH:8]=2)[NH:3]1, predict the reactants needed to synthesize it. The reactants are: [O:1]=[C:2]1[CH2:10][C:9]2[C:4](=[CH:5][CH:6]=[C:7]([C:11]3[CH:12]=[C:13]([CH:17]=[CH:18][CH:19]=3)[C:14]([OH:16])=[O:15])[CH:8]=2)[NH:3]1.[O:20]=[C:21]1[C:26]2=[CH:27][NH:28][C:29]([CH:30]=O)=[C:25]2[CH2:24][CH2:23][O:22]1. (6) Given the product [CH:1]([C:3]1[C:4]([CH3:20])=[C:5]([NH:9][C:10](=[O:19])[O:11][CH2:12][C:13]2[CH:18]=[CH:17][CH:16]=[CH:15][CH:14]=2)[CH:6]=[CH:7][CH:8]=1)=[O:33], predict the reactants needed to synthesize it. The reactants are: [C:1]([C:3]1[C:4]([CH3:20])=[C:5]([NH:9][C:10](=[O:19])[O:11][CH2:12][C:13]2[CH:18]=[CH:17][CH:16]=[CH:15][CH:14]=2)[CH:6]=[CH:7][CH:8]=1)#N.CC(C[AlH]CC(C)C)C.ClCCl.[O:33]1CCCC1. (7) Given the product [NH2:17][C:15]1[N:14]=[CH:13][N:12]=[C:11]2[N:10]([C@@H:18]3[CH2:22][CH2:21][O:20][CH2:19]3)[N:9]=[C:8]([C:5]3[CH:6]=[CH:7][C:2]([NH:1][C:32]([NH:31][C:27]4[CH:28]=[CH:29][CH:30]=[C:25]([C:24]([F:23])([F:34])[F:35])[CH:26]=4)=[O:33])=[CH:3][CH:4]=3)[C:16]=12, predict the reactants needed to synthesize it. The reactants are: [NH2:1][C:2]1[CH:7]=[CH:6][C:5]([C:8]2[C:16]3[C:11](=[N:12][CH:13]=[N:14][C:15]=3[NH2:17])[N:10]([C@@H:18]3[CH2:22][CH2:21][O:20][CH2:19]3)[N:9]=2)=[CH:4][CH:3]=1.[F:23][C:24]([F:35])([F:34])[C:25]1[CH:26]=[C:27]([N:31]=[C:32]=[O:33])[CH:28]=[CH:29][CH:30]=1. (8) The reactants are: C1C=C[C:4]2[N:9](O)N=[N:7][C:5]=2C=1.C(N(C(C)C)CC)(C)C.[CH3:20][O:21][C:22]1[CH:23]=[C:24](/[CH:34]=[CH:35]/[C:36]([OH:38])=O)[CH:25]=[CH:26][C:27]=1[N:28]1[CH:32]=[C:31]([CH3:33])[N:30]=[CH:29]1.Cl.NCC#N. Given the product [C:5]([CH2:4][NH:9][C:36](=[O:38])/[CH:35]=[CH:34]/[C:24]1[CH:25]=[CH:26][C:27]([N:28]2[CH:32]=[C:31]([CH3:33])[N:30]=[CH:29]2)=[C:22]([O:21][CH3:20])[CH:23]=1)#[N:7], predict the reactants needed to synthesize it. (9) Given the product [F:23][C:3]1[C:2]([C:25]#[C:24][C:26]2([OH:30])[CH2:29][CH2:28][CH2:27]2)=[CH:22][C:6]2[C:7]3[N:8]([C:12]([C:18]([NH:20][CH3:21])=[O:19])=[C:13]([C:15]([NH2:17])=[O:16])[N:14]=3)[CH2:9][CH2:10][O:11][C:5]=2[CH:4]=1, predict the reactants needed to synthesize it. The reactants are: Br[C:2]1[C:3]([F:23])=[CH:4][C:5]2[O:11][CH2:10][CH2:9][N:8]3[C:12]([C:18]([NH:20][CH3:21])=[O:19])=[C:13]([C:15]([NH2:17])=[O:16])[N:14]=[C:7]3[C:6]=2[CH:22]=1.[C:24]([C:26]1([OH:30])[CH2:29][CH2:28][CH2:27]1)#[CH:25].